This data is from Full USPTO retrosynthesis dataset with 1.9M reactions from patents (1976-2016). The task is: Predict the reactants needed to synthesize the given product. (1) Given the product [CH2:26]([O:25][C:22]1[CH:23]=[CH:24][C:19]([C:16]2[CH:17]=[CH:18][C:13]([CH2:12][CH2:11][CH2:10][OH:9])=[CH:14][CH:15]=2)=[CH:20][CH:21]=1)[CH2:27][CH2:28][CH2:29][CH2:30][CH2:31][CH3:32], predict the reactants needed to synthesize it. The reactants are: [H-].[H-].[H-].[H-].[Li+].[Al+3].C([O:9][C:10](=O)[CH2:11][CH2:12][C:13]1[CH:18]=[CH:17][C:16]([C:19]2[CH:24]=[CH:23][C:22]([O:25][CH2:26][CH2:27][CH2:28][CH2:29][CH2:30][CH2:31][CH3:32])=[CH:21][CH:20]=2)=[CH:15][CH:14]=1)C. (2) Given the product [CH3:12][O:13][C:14](=[O:30])[CH:15]([CH:23]([N:9]1[C:5]2=[N:6][CH:7]=[CH:8][C:3]([O:2][CH3:1])=[C:4]2[CH:11]=[CH:10]1)[C:24]1[CH:25]=[CH:26][CH:27]=[CH:28][CH:29]=1)[C:16]([O:18][C:19]([CH3:21])([CH3:22])[CH3:20])=[O:17], predict the reactants needed to synthesize it. The reactants are: [CH3:1][O:2][C:3]1[CH:8]=[CH:7][N:6]=[C:5]2[NH:9][CH:10]=[CH:11][C:4]=12.[CH3:12][O:13][C:14](=[O:30])[C:15](=[CH:23][C:24]1[CH:29]=[CH:28][CH:27]=[CH:26][CH:25]=1)[C:16]([O:18][C:19]([CH3:22])([CH3:21])[CH3:20])=[O:17].